This data is from Reaction yield outcomes from USPTO patents with 853,638 reactions. The task is: Predict the reaction yield, written as a fraction of the theoretical maximum amount of product (1.0 means a 100% yield; for example, 0.34 means a 34% yield). (1) The reactants are Cl[C:2]1[CH:7]=[C:6]([C:8]([F:11])([F:10])[F:9])[CH:5]=[CH:4][N:3]=1.[Cl:12][C:13]1[CH:18]=[CH:17][CH:16]=[CH:15][C:14]=1B(O)O.O. The catalyst is COCCOC. The product is [Cl:12][C:13]1[CH:18]=[CH:17][CH:16]=[CH:15][C:14]=1[C:2]1[CH:7]=[C:6]([C:8]([F:11])([F:10])[F:9])[CH:5]=[CH:4][N:3]=1. The yield is 0.890. (2) The reactants are [NH2:1][CH:2]([CH2:5][OH:6])[CH2:3][OH:4].[C:7]([NH:10][C:11]1[S:12][C:13]([S:17](Cl)(=[O:19])=[O:18])=[C:14]([CH3:16])[N:15]=1)(=[O:9])[CH3:8].C(N(CC)CC)C. The catalyst is C1COCC1. The product is [OH:4][CH2:3][CH:2]([NH:1][S:17]([C:13]1[S:12][C:11]([NH:10][C:7](=[O:9])[CH3:8])=[N:15][C:14]=1[CH3:16])(=[O:18])=[O:19])[CH2:5][OH:6]. The yield is 0.600. (3) The reactants are F[C:2]1[CH:7]=[CH:6][C:5]([C:8](=[O:14])[CH2:9][CH2:10][C:11]([OH:13])=[O:12])=[CH:4][CH:3]=1.[C:15]1([SH:21])[CH:20]=[CH:19][CH:18]=[CH:17][CH:16]=1.C(=O)([O-])[O-].[K+].[K+].CS(C)=O. The catalyst is O. The product is [O:14]=[C:8]([C:5]1[CH:6]=[CH:7][C:2]([S:21][C:15]2[CH:20]=[CH:19][CH:18]=[CH:17][CH:16]=2)=[CH:3][CH:4]=1)[CH2:9][CH2:10][C:11]([OH:13])=[O:12]. The yield is 0.755. (4) The reactants are [C:1]([C:3]1[CH:4]=[C:5]2[C:10](=[CH:11][CH:12]=1)[C:9](=[O:13])[CH2:8][CH2:7][C:6]2([CH3:15])[CH3:14])#[CH:2].[O:16]1[CH2:20][CH2:19][CH2:18][CH2:17]1. The catalyst is C(N(CC)CC)C.C(OCC)C.[Cu]I.Cl[Pd](Cl)([P](C1C=CC=CC=1)(C1C=CC=CC=1)C1C=CC=CC=1)[P](C1C=CC=CC=1)(C1C=CC=CC=1)C1C=CC=CC=1. The product is [CH2:9]([O:13][C:20](=[O:16])[C:19]1[CH:3]=[CH:1][C:2]([C:2]#[C:1][C:3]2[CH:12]=[CH:11][C:10]3[C:9](=[O:13])[CH2:8][CH2:7][C:6]([CH3:15])([CH3:14])[C:5]=3[CH:4]=2)=[CH:17][CH:18]=1)[CH3:8]. The yield is 0.720. (5) The reactants are [F:1][C:2]1[CH:15]=[CH:14][C:5]([O:6][CH2:7][C:8]([O:10]C(C)C)=[O:9])=[C:4]([CH3:16])[C:3]=1[NH:17][CH2:18][C:19]1[CH:24]=[C:23]([OH:25])[CH:22]=[C:21]([C:26]2[CH:31]=[CH:30][CH:29]=[C:28]([F:32])[CH:27]=2)[CH:20]=1.[OH-].[Na+]. The catalyst is CO.C1COCC1. The product is [F:1][C:2]1[CH:15]=[CH:14][C:5]([O:6][CH2:7][C:8]([OH:10])=[O:9])=[C:4]([CH3:16])[C:3]=1[NH:17][CH2:18][C:19]1[CH:24]=[C:23]([OH:25])[CH:22]=[C:21]([C:26]2[CH:31]=[CH:30][CH:29]=[C:28]([F:32])[CH:27]=2)[CH:20]=1. The yield is 0.370. (6) The product is [C:1]([O:5][C:6](=[O:14])[C:7]1[CH:12]=[CH:11][C:10]([NH:21][C:16]2[CH:17]=[CH:18][CH:19]=[CH:20][N:15]=2)=[CH:9][CH:8]=1)([CH3:4])([CH3:3])[CH3:2]. The yield is 0.330. No catalyst specified. The reactants are [C:1]([O:5][C:6](=[O:14])[C:7]1[CH:12]=[CH:11][C:10](Br)=[CH:9][CH:8]=1)([CH3:4])([CH3:3])[CH3:2].[N:15]1[CH:20]=[CH:19][CH:18]=[CH:17][C:16]=1[NH2:21]. (7) The reactants are C(=O)([O-])[O-].[K+].[K+].[Si:7]([O:14][C@@H:15]1[N:21]([C:22]([O:24][CH2:25][C:26]2[CH:31]=[CH:30][C:29]([NH:32][C:33](=[O:50])[C@@H:34]([NH:36][C:37](=[O:49])[C@@H:38]([NH:42][C:43]([O:45][CH2:46][CH:47]=[CH2:48])=[O:44])[CH:39]([CH3:41])[CH3:40])[CH3:35])=[CH:28][CH:27]=2)=[O:23])[C:20]2[CH:51]=[C:52]([OH:57])[C:53]([O:55][CH3:56])=[CH:54][C:19]=2[C:18](=[O:58])[N:17]2[CH:59]=[C:60](/[CH:62]=[CH:63]/[CH3:64])[CH2:61][C@@H:16]12)([C:10]([CH3:13])([CH3:12])[CH3:11])([CH3:9])[CH3:8].[Si:65]([O:72][C@@H:73]1[N:79]([C:80]([O:82][CH2:83][CH:84]=[CH2:85])=[O:81])[C:78]2[CH:86]=[C:87]([O:92][CH2:93][CH2:94][CH2:95]I)[C:88]([O:90][CH3:91])=[CH:89][C:77]=2[C:76](=[O:97])[N:75]2[CH:98]=[C:99](/[CH:101]=[CH:102]/[CH3:103])[CH2:100][C@@H:74]12)([C:68]([CH3:71])([CH3:70])[CH3:69])([CH3:67])[CH3:66]. The catalyst is CC(C)=O. The product is [CH2:46]([O:45][C:43]([NH:42][C@H:38]([CH:39]([CH3:41])[CH3:40])[C:37]([NH:36][C@H:34]([CH3:35])[C:33]([NH:32][C:29]1[CH:28]=[CH:27][C:26]([CH2:25][O:24][C:22]([N:21]2[C:20]3[CH:51]=[C:52]([O:57][CH2:95][CH2:94][CH2:93][O:92][C:87]4[C:88]([O:90][CH3:91])=[CH:89][C:77]5[C:76](=[O:97])[N:75]6[CH:98]=[C:99](/[CH:101]=[CH:102]/[CH3:103])[CH2:100][C@H:74]6[C@H:73]([O:72][Si:65]([C:68]([CH3:71])([CH3:69])[CH3:70])([CH3:67])[CH3:66])[N:79]([C:80]([O:82][CH2:83][CH:84]=[CH2:85])=[O:81])[C:78]=5[CH:86]=4)[C:53]([O:55][CH3:56])=[CH:54][C:19]=3[C:18](=[O:58])[N:17]3[CH:59]=[C:60](/[CH:62]=[CH:63]/[CH3:64])[CH2:61][C@H:16]3[C@@H:15]2[O:14][Si:7]([C:10]([CH3:11])([CH3:12])[CH3:13])([CH3:8])[CH3:9])=[O:23])=[CH:31][CH:30]=1)=[O:50])=[O:49])=[O:44])[CH:47]=[CH2:48]. The yield is 0.350. (8) The reactants are Cl.Br[C:3]1[CH:4]=[C:5]([CH2:10][NH2:11])[CH:6]=[CH:7][C:8]=1[F:9].[OH:12][CH2:13][C:14]1[CH:15]=[C:16](B(O)O)[CH:17]=[CH:18][CH:19]=1.C(=O)([O-])[O-].[K+].[K+]. The catalyst is O1CCOCC1.O.C1C=CC([P]([Pd]([P](C2C=CC=CC=2)(C2C=CC=CC=2)C2C=CC=CC=2)([P](C2C=CC=CC=2)(C2C=CC=CC=2)C2C=CC=CC=2)[P](C2C=CC=CC=2)(C2C=CC=CC=2)C2C=CC=CC=2)(C2C=CC=CC=2)C2C=CC=CC=2)=CC=1. The product is [NH4+:11].[OH-:12].[NH2:11][CH2:10][C:5]1[CH:6]=[CH:7][C:8]([F:9])=[C:3]([C:18]2[CH:17]=[CH:16][CH:15]=[C:14]([CH2:13][OH:12])[CH:19]=2)[CH:4]=1. The yield is 0.0100. (9) The catalyst is ClCCCl. The reactants are C([N:8]1[CH2:13][CH2:12][CH:11]([C:14]2[N:15]([CH2:27][CH3:28])[CH:16]=[C:17]([C:19]3[CH:24]=[CH:23][C:22]([F:25])=[C:21]([Cl:26])[CH:20]=3)[N:18]=2)[CH2:10][CH2:9]1)C1C=CC=CC=1.C1(N)C2C(=CC=CC=2N)C=CC=1.ClC(OC(Cl)C)=O. The product is [ClH:26].[Cl:26][C:21]1[CH:20]=[C:19]([C:17]2[N:18]=[C:14]([CH:11]3[CH2:12][CH2:13][NH:8][CH2:9][CH2:10]3)[N:15]([CH2:27][CH3:28])[CH:16]=2)[CH:24]=[CH:23][C:22]=1[F:25]. The yield is 1.18. (10) The reactants are Br[C:2]1[CH:7]=[CH:6][CH:5]=[CH:4][C:3]=1[CH2:8][CH2:9][CH:10]=[CH2:11].[Li]CCCC.CN(C)[CH:19]=[O:20]. The catalyst is C1COCC1. The product is [CH2:8]([C:3]1[CH:4]=[CH:5][CH:6]=[CH:7][C:2]=1[CH:19]=[O:20])[CH2:9][CH:10]=[CH2:11]. The yield is 0.920.